From a dataset of Full USPTO retrosynthesis dataset with 1.9M reactions from patents (1976-2016). Predict the reactants needed to synthesize the given product. (1) Given the product [NH2:1][C:2]1[C:3]2[N:10]=[C:9]([C:11]3[N:15]([CH3:16])[C:14]([CH:17]([C:19]4[CH:23]=[C:22]([CH3:24])[O:21][N:20]=4)[OH:18])=[N:13][C:12]=3[C:25]3[CH:30]=[CH:29][CH:28]=[CH:27][CH:26]=3)[S:8][C:4]=2[N:5]=[CH:6][N:7]=1, predict the reactants needed to synthesize it. The reactants are: [NH2:1][C:2]1[C:3]2[N:10]=[C:9]([C:11]3[N:15]([CH3:16])[C:14]([C:17]([C:19]4[CH:23]=[C:22]([CH3:24])[O:21][N:20]=4)=[O:18])=[N:13][C:12]=3[C:25]3[CH:30]=[CH:29][CH:28]=[CH:27][CH:26]=3)[S:8][C:4]=2[N:5]=[CH:6][N:7]=1.[BH4-].[Na+].O. (2) Given the product [N+:1]([C:4]1[CH:9]=[C:8]([N+:10]([O-:12])=[O:11])[CH:7]=[CH:6][C:5]=1/[N:13]=[N:14]/[C:15]1[C:21]([O:22][CH2:23][CH:24]([CH2:29][CH3:30])[CH2:25][CH2:26][CH2:27][CH3:28])=[CH:20][C:18](/[N:19]=[N:77]/[C:75]2[CH:74]=[CH:73][C:55]([N:56]([CH2:65][CH2:66][CH2:67][CH2:68][CH2:69][CH2:70][CH2:71][CH3:72])[CH2:57][CH2:58][CH2:59][CH2:60][CH2:61][CH2:62][CH2:63][CH3:64])=[CH:54][C:53]=2[CH3:52])=[C:17]([O:31][CH2:32][CH:33]([CH2:38][CH3:39])[CH2:34][CH2:35][CH2:36][CH3:37])[CH:16]=1)([O-:3])=[O:2], predict the reactants needed to synthesize it. The reactants are: [N+:1]([C:4]1[CH:9]=[C:8]([N+:10]([O-:12])=[O:11])[CH:7]=[CH:6][C:5]=1[N:13]=[N:14][C:15]1[C:21]([O:22][CH2:23][CH:24]([CH2:29][CH3:30])[CH2:25][CH2:26][CH2:27][CH3:28])=[CH:20][C:18]([NH2:19])=[C:17]([O:31][CH2:32][CH:33]([CH2:38][CH3:39])[CH2:34][CH2:35][CH2:36][CH3:37])[CH:16]=1)([O-:3])=[O:2].N(OS(=O)(=O)O)=O.S(=O)(=O)(O)O.[CH3:52][C:53]1[CH:54]=[C:55]([CH:73]=[CH:74][CH:75]=1)[N:56]([CH2:65][CH2:66][CH2:67][CH2:68][CH2:69][CH2:70][CH2:71][CH3:72])[CH2:57][CH2:58][CH2:59][CH2:60][CH2:61][CH2:62][CH2:63][CH3:64].S(=O)(=O)(O)[NH2:77].